From a dataset of Experimentally validated miRNA-target interactions with 360,000+ pairs, plus equal number of negative samples. Binary Classification. Given a miRNA mature sequence and a target amino acid sequence, predict their likelihood of interaction. (1) The protein sequence of the target gene is MAALVEPLGLERDVSRAVELLERLQRSGELPPQKLQALQRVLQSRFCSAIREVYEQLYDTLDITGSAEIRAHATAKATVAAFTASEGHAHPRVVELPKTDEGLGFNIMGGKEQNSPIYISRVIPGGVADRHGGLKRGDQLLSVNGVSVEGEQHEKAVELLKAAQGSVKLVVRYTPRVLEEMEARFEKMRSARRRQQHQSYSSLESRG. The miRNA is hsa-miR-6512-3p with sequence UUCCAGCCCUUCUAAUGGUAGG. Result: 0 (no interaction). (2) The miRNA is mmu-miR-139-5p with sequence UCUACAGUGCACGUGUCUCCAG. The protein sequence of the target gene is MCDRKAVIKNADMSEEMQQDSVECATQALEKYNIEKDIAAHIKKEFDKKYNPTWHCIVGRNFGSYVTHETKHFIYFYLGQVAILLFKSG. Result: 1 (interaction). (3) The miRNA is hsa-let-7f-2-3p with sequence CUAUACAGUCUACUGUCUUUCC. The protein sequence of the target gene is MELLCCEVDPVRRAVPDRNLLEDRVLQNLLTIEERYLPQCSYFKCVQKDIQPYMRRMVATWMLEVCEEQKCEEEVFPLAMNYLDRFLAGVPTPKTHLQLLGAVCMFLASKLKETIPLTAEKLCIYTDNSVKPQELLEWELVVLGKLKWNLAAVTPHDFIEHILRKLPQQKEKLSLIRKHAQTFIALCATDFKFAMYPPSMIATGSVGAAICGLQQDDEVNTLTCDALTELLAKITHTDVDCLKACQEQIEALLLNSLQQFRQEQHNAGSKSVEDPDQATTPTDVRDVDL. Result: 0 (no interaction). (4) The miRNA is hsa-miR-6780a-3p with sequence CUCCUCUGUUUUCUUUCCUAG. The protein sequence of the target gene is MLQCRPAQEFSFGPRALKDALVSTDAALQQLYVSAFSPAERLFLAEAYNPQRTLFCTLLIRTGFDWLLSRPEAPEDFQTFHASLQHRKPRLARKHIYLQPIDLSEEPVGSSLLHQLCSCTEAFFLGLRVKCLPSVAAASIRCSSRPSRDSDRLQLHTDGILSFLKNNKPGDALCVLGLTLSDLYPHEAWSFTFSKFLPGHEVGVCSFARFSGEFPKSGPSAPDLALVEAAADGPEAPLQDRGWALCFSALGMVQCCKVTCHELCHLLGLGNCRWLRCLMQGALSLDEALRRPLDLCPICL.... Result: 1 (interaction). (5) The miRNA is bta-miR-150 with sequence UCUCCCAACCCUUGUACCAGUGU. The protein sequence of the target gene is MSKNLLTFEDVSVNFTQEEWQWLSDTQRDLYRKVTLENYKSLVSLGIPVYKPAVISLLEQGKDPWMVQKKGARDTCPDWQYVFKGTEFISKQDIYKESAKVLTMGRSHFSSSLDCPDLKEDHENEDWFKNRLGRQEVHSHQLFITHKEVPESEIRGCNPSCQAVHQNAILDVPQCSSTKERIDQSEPQKRSYRKKSVEMKHKKVQVEKRILKCSECEKVFNQTSSLTLHQRIHTGEKPYACVECGKAFSQSANLAQHKRIHTGEKPYECKECRKAFSQNAHLAQHQRVHTGEKPYQCKEC.... Result: 0 (no interaction). (6) The miRNA is cel-miR-247-3p with sequence UGACUAGAGCCUAUUCUCUUCU. The protein sequence of the target gene is MPSGFQQIGSEDGEPPQQRVTGTLVLAVFSAVLGSLQFGYNIGVINAPQKVIEQSYNATWLGRQGPGGPDSIPQGTLTTLWALSVAIFSVGGMISSFLIGIISQWLGRKRAMLANNVLAVLGGALMGLANAAASYEILILGRFLIGAYSGLTSGLVPMYVGEIAPTHLRGALGTLNQLAIVIGILVAQVLGLESMLGTATLWPLLLAITVLPALLQLLLLPFCPESPRYLYIIRNLEGPARKSLKRLTGWADVSDALAELKDEKRKLERERPLSLLQLLGSRTHRQPLIIAVVLQLSQQL.... Result: 0 (no interaction). (7) The miRNA is hsa-miR-98-3p with sequence CUAUACAACUUACUACUUUCCC. The protein sequence of the target gene is MTLKASEGESGGSMHTALSDLYLEHLLQKRSRPEAVSHPLNTVTEDMYTNGSPAPGSPAQVKGQEVRKVRLIQFEKVTEEPMGITLKLNEKQSCTVARILHGGMIHRQGSLHVGDEILEINGTNVTNHSVDQLQKAMKETKGMISLKVIPNQQSRLPALQMFMRAQFDYDPKKDNLIPCKEAGLKFATGDIIQIINKDDSNWWQGRVEGSSKESAGLIPSPELQEWRVASMAQSAPSEAPSCSPFGKKKKYKDKYLAKHSSIFDQLDVVSYEEVVRLPAFKRKTLVLIGASGVGRSHIKN.... Result: 0 (no interaction). (8) The miRNA is mmu-miR-216a-5p with sequence UAAUCUCAGCUGGCAACUGUGA. The protein sequence of the target gene is MNSHSYNGSVGRPLGSGPGALGRDPPDPEAGHPPQPPHSPGLQVVVAKSEPARPSPGSPRGQPQDQDDDEDDEEDEAGRQRASGKPSNVGHRLGHRRALFEKRKRLSDYALIFGMFGIVVMVTETELSWGVYTKESLYSFALKCLISLSTAILLGLVVLYHAREIQLFMVDNGADDWRIAMTCERVFLISLELAVCAIHPVPGHYRFTWTARLAFTYAPSVAEADVDVLLSIPMFLRLYLLGRVMLLHSKIFTDASSRSIGALNKITFNTRFVMKTLMTICPGTVLLVFSISSWIIAAWT.... Result: 0 (no interaction). (9) The miRNA is hsa-miR-122-5p with sequence UGGAGUGUGACAAUGGUGUUUG. The protein sequence of the target gene is MLLLPSAADGRGTAITHALTSASTLCQVEPVGRWFEAFVKRRNRNASASFQELEDKKELSEESEDEELQLEEFPMLKTLDPKDWKNQDHYAVLGLGHVRYKATQRQIKAAHKAMVLKHHPDKRKAAGEPIKEGDNDYFTCITKAYEMLSDPVKRRAFNSVDPTFDNSVPSKSEAKDNFFEVFTPVFERNSRWSNKKNVPKLGDMNSSFEDVDIFYSFWYNFDSWREFSYLDEEEKEKAECRDERRWIEKQNRATRAQRKKEEMNRIRTLVDNAYSCDPRIKKFKEEEKAKKEAEKKAKAE.... Result: 0 (no interaction).